This data is from Peptide-MHC class II binding affinity with 134,281 pairs from IEDB. The task is: Regression. Given a peptide amino acid sequence and an MHC pseudo amino acid sequence, predict their binding affinity value. This is MHC class II binding data. (1) The peptide sequence is EVVNDVSTFSSGLVW. The MHC is DRB1_1101 with pseudo-sequence DRB1_1101. The binding affinity (normalized) is 0.104. (2) The peptide sequence is PEHRQLANAIFKLTYQN. The MHC is DRB1_1501 with pseudo-sequence DRB1_1501. The binding affinity (normalized) is 0.446. (3) The MHC is HLA-DPA10201-DPB11401 with pseudo-sequence HLA-DPA10201-DPB11401. The peptide sequence is TTSVIPAARLFKAFI. The binding affinity (normalized) is 0.460. (4) The peptide sequence is FQTVGSGLDHILSLA. The MHC is DRB1_1101 with pseudo-sequence DRB1_1101. The binding affinity (normalized) is 0.0640.